From a dataset of Catalyst prediction with 721,799 reactions and 888 catalyst types from USPTO. Predict which catalyst facilitates the given reaction. Reactant: [Cl:1][C:2]1[N:10]=[CH:9][CH:8]=[CH:7][C:3]=1[C:4]([OH:6])=O.ClC(OCC)=O.[O:17]([C:24]1[CH:30]=[CH:29][C:27]([NH2:28])=[CH:26][CH:25]=1)[C:18]1[CH:23]=[CH:22][CH:21]=[CH:20][CH:19]=1. Product: [Cl:1][C:2]1[C:3]([C:4]([NH:28][C:27]2[CH:26]=[CH:25][C:24]([O:17][C:18]3[CH:23]=[CH:22][CH:21]=[CH:20][CH:19]=3)=[CH:30][CH:29]=2)=[O:6])=[CH:7][CH:8]=[CH:9][N:10]=1. The catalyst class is: 1.